Dataset: Experimentally validated miRNA-target interactions with 360,000+ pairs, plus equal number of negative samples. Task: Binary Classification. Given a miRNA mature sequence and a target amino acid sequence, predict their likelihood of interaction. (1) The miRNA is hsa-miR-4315 with sequence CCGCUUUCUGAGCUGGAC. The protein sequence of the target gene is MALPPSPLAMEYVNDFDLMKFEVKREPSEGRPGPPTASLGSTPYSSVPPSPTFSEPGMVGATEGTRPGLEELYWLATLQQQLGAGEALGLSPEEAMELLQGQGPVPVDGPHGYYPGSPEETGAQHVQLAERFSDAALVSMSVRELNRQLRGCGRDEALRLKQRRRTLKNRGYAQACRSKRLQQRRGLEAERARLAAQLDALRAEVARLARERDLYKARCDRLTSSGPGSGDPSHLFL. Result: 0 (no interaction). (2) The miRNA is mmu-miR-676-3p with sequence CCGUCCUGAGGUUGUUGAGCU. The protein sequence of the target gene is MSHPSPQAKPSNPSNPRVFFDVDIGGERVGRIVLELFADIVPKTAENFRALCTGEKGIGHTTGKPLHFKGCPFHRIIKKFMIQGGDFSNQNGTGGESIYGEKFEDENFHYKHDREGLLSMANAGRNTNGSQFFITTVPTPHLDGKHVVFGQVIKGIGVARILENVEVKGEKPAKLCVIAECGELKEGDDGGIFPKDGSGDSHPDFPEDADIDLKDVDKILLITEDLKNIGNTFFKSQNWEMAIKKYAEVLRYVDSSKAVIETADRAKLQPIALSCVLNIGACKLKMSNWQGAIDSCLEAL.... Result: 0 (no interaction). (3) The miRNA is hsa-miR-302d-3p with sequence UAAGUGCUUCCAUGUUUGAGUGU. The protein sequence of the target gene is MTIEDLPDFPLEGNPLFGRYPFIFSASDTPVIFSISAAPMPSDCEFSFFDPNDASCQEILFDPKTSVSELFAILRQWVPQVQQNIDIIGNEILKRGCNVNDRDGLTDMTLLHYTCKSGAHGIGDVETAVKFATQLIDLGADISLRSRWTNMNALHYAAYFDVPELIRVILKTSKPKDVDATCSDFNFGTALHIAAYNLCAGAVKCLLEQGANPAFRNDKGQIPADVVPDPVDMPLEMADAAATAKEIKQMLLDAVPLSCNISKAMLPNYDHVTGKAMLTSLGLKLGDRVVIAGQKVGTLR.... Result: 1 (interaction). (4) The miRNA is dme-miR-13b-3p with sequence UAUCACAGCCAUUUUGACGAGU. The protein sequence of the target gene is MKFNAAHYLLPLLPALVLSTRQDYEELEKQLKEVFKERSTVLRQLTKTSRELDGIKVNLQSLKNDEQSSKTDVQKLLELGQRQREEMKSLQEALQNQLKETSEKAEKHQATINFLKTEVERKSKMIRDLQNENKSLKNKLLSGSKLCGIHAEESKKIQAQLKELRYGKKDLLFKAQQLTELEQKLAVAKNELEKAALDRESQMKAMKETVQLCLSSVFRDQPPPLSLMPSNPTQMLHPPRTVASRIPEARTKSKPQPSSPGHHDSSQVQATKEESRRPSVCGPQDEGSSCLVKHEEGPQS.... Result: 0 (no interaction). (5) The miRNA is hsa-miR-193b-3p with sequence AACUGGCCCUCAAAGUCCCGCU. The protein sequence of the target gene is MGIQGLLQFIKEASEPIHVRKYKGQVVAVDTYCWLHKGAIACAEKLAKGEPTDRYVGFCMKFVNMLLSHGIKPILVFDGCTLPSKKEVERSRRERRQANLLKGKQLLREGKVSEARECFTRSINITHAMAHKVIKAARSQGVDCLVAPYEADAQLAYLNKAGIVQAIITEDSDLLAFGCKKVILKMDQFGNGLEIDQARLGMCRQLGDVFTEEKFRYMCILSGCDYLSSLRGIGLAKACKVLRLANNPDIVKVIKKIGHYLKMNITVPEDYINGFIRANNTFLYQLVFDPIKRKLIPLNA.... Result: 1 (interaction). (6) The miRNA is hsa-miR-101-5p with sequence CAGUUAUCACAGUGCUGAUGCU. Result: 0 (no interaction). The protein sequence of the target gene is MLKKQSAGLVLWGAILFVAWNALLLLFFWTRPAPGRPPSVSALDGDPASLTREVIRLAQDAEVELERQRGLLQQIGDALSSQRGRVPTAAPPAQPRVPVTPAPAVIPILVIACDRSTVRRCLDKLLHYRPSAELFPIIVSQDCGHEETAQAIASYGSAVTHIRQPDLSSIAVPPDHRKFQGYYKIARHYRWALGQVFRQFRFPAAVVVEDDLEVAPDFFEYFRATYPLLKADPSLWCVSAWNDNGKEQMVDASRPELLYRTDFFPGLGWLLLAELWAELEPKWPKAFWDDWMRRPEQRQG.... (7) The miRNA is hsa-miR-3668 with sequence AAUGUAGAGAUUGAUCAAAAU. The protein sequence of the target gene is MVPGVPLPPEIQLAQRLAGNEQVTRDRALRKLRKYIEARSQRATGGFTPDELLKVWKGLFYCMWMQDKPLQQEELGRTIAQLVHAFHTTEAQHQFLKAFWQTMIREWVGIDRLRLDKFYMLMRMVLSESLKAVKARGWDERQIEQLLELLTTEILNPDSQAPSGVKSHFLEIFLEELAKVGAAELTADQNLQFIDPFCQIAARTKDSQVLHKIIQSIFQTIVEQAPLAIEDIMNELDTQSGEGEASDGDDGEASDGDDGEASDDDDGEASDGGDGDVADSDDSDGADDDDGDVSDGDGGD.... Result: 0 (no interaction).